From a dataset of Forward reaction prediction with 1.9M reactions from USPTO patents (1976-2016). Predict the product of the given reaction. (1) Given the reactants [CH3:1][O:2][C:3]1[CH:12]=[CH:11][C:10](Br)=[C:9]2[C:4]=1[CH:5]=[CH:6][N:7]=[CH:8]2.CC(C)([O-])C.[Na+].C1C=CC(P(C2C(C3C(P(C4C=CC=CC=4)C4C=CC=CC=4)=CC=C4C=3C=CC=C4)=C3C(C=CC=C3)=CC=2)C2C=CC=CC=2)=CC=1.[CH3:66][N:67]1[CH2:72][CH2:71][NH:70][CH2:69][CH2:68]1.C([O-])([O-])=O.[K+].[K+], predict the reaction product. The product is: [CH3:1][O:2][C:3]1[CH:12]=[CH:11][C:10]([N:70]2[CH2:71][CH2:72][N:67]([CH3:66])[CH2:68][CH2:69]2)=[C:9]2[C:4]=1[CH:5]=[CH:6][N:7]=[CH:8]2. (2) Given the reactants [CH3:1][O:2][C:3](=[O:18])[C:4]1[CH:9]=[C:8]([NH2:10])[CH:7]=[CH:6][C:5]=1[O:11][C:12]1[CH:17]=[CH:16][CH:15]=[CH:14][CH:13]=1.[Cl:19][C:20]1[CH:21]=[C:22]([CH:26]=[CH:27][CH:28]=1)[C:23](Cl)=[O:24], predict the reaction product. The product is: [CH3:1][O:2][C:3](=[O:18])[C:4]1[CH:9]=[C:8]([NH:10][C:23](=[O:24])[C:22]2[CH:26]=[CH:27][CH:28]=[C:20]([Cl:19])[CH:21]=2)[CH:7]=[CH:6][C:5]=1[O:11][C:12]1[CH:13]=[CH:14][CH:15]=[CH:16][CH:17]=1. (3) Given the reactants [Cl:1][C:2]1[N:3]([C@@H:17]2[O:23][C@H:22]([CH2:24][O:25]C(=O)C)[C@@H:20]([OH:21])[C@H:18]2[OH:19])[C:4]2[C:9]([C:10]=1[C:11](=[O:14])[CH2:12][CH3:13])=[CH:8][C:7]([Cl:15])=[C:6]([Cl:16])[CH:5]=2.C[O-].[Na+], predict the reaction product. The product is: [Cl:1][C:2]1[N:3]([C@@H:17]2[O:23][C@H:22]([CH2:24][OH:25])[C@@H:20]([OH:21])[C@H:18]2[OH:19])[C:4]2[C:9]([C:10]=1[C:11](=[O:14])[CH2:12][CH3:13])=[CH:8][C:7]([Cl:15])=[C:6]([Cl:16])[CH:5]=2.